Dataset: Full USPTO retrosynthesis dataset with 1.9M reactions from patents (1976-2016). Task: Predict the reactants needed to synthesize the given product. (1) Given the product [CH:14]([O:13][CH:5]([C:6]1[CH:11]=[N:10][C:9]([CH3:12])=[N:8][CH:7]=1)[C:24]#[N:25])([CH3:15])[CH3:16], predict the reactants needed to synthesize it. The reactants are: C(O[CH:5]([O:13][CH:14]([CH3:16])[CH3:15])[C:6]1[CH:7]=[N:8][C:9]([CH3:12])=[N:10][CH:11]=1)(C)C.C(Cl)Cl.[Si]([C:24]#[N:25])(C)(C)C. (2) Given the product [C:18]([O:17][C:15]([N:8]1[C:9]2[C:5](=[CH:4][C:3]([Cl:2])=[CH:11][CH:10]=2)[CH2:6][CH:7]1[C:12]([OH:14])=[O:13])=[O:16])([CH3:21])([CH3:20])[CH3:19], predict the reactants needed to synthesize it. The reactants are: Cl.[Cl:2][C:3]1[CH:4]=[C:5]2[C:9](=[CH:10][CH:11]=1)[NH:8][CH:7]([C:12]([OH:14])=[O:13])[CH2:6]2.[C:15](O[C:15]([O:17][C:18]([CH3:21])([CH3:20])[CH3:19])=[O:16])([O:17][C:18]([CH3:21])([CH3:20])[CH3:19])=[O:16].[OH-].[Na+]. (3) Given the product [C:8]([CH:10]1[CH2:15][CH2:14][N:13]([C:17](=[O:18])[CH3:16])[CH2:12][CH2:11]1)(=[O:9])[C:2]1[CH:3]=[CH:4][CH:5]=[CH:6][CH:7]=1, predict the reactants needed to synthesize it. The reactants are: Cl.[C:2]1([C:8]([CH:10]2[CH2:15][CH2:14][NH:13][CH2:12][CH2:11]2)=[O:9])[CH:7]=[CH:6][CH:5]=[CH:4][CH:3]=1.[CH3:16][C:17](OC(C)=O)=[O:18]. (4) Given the product [C:32]([C:34]1[CH:39]=[CH:38][C:37]([C:2]2[CH:3]=[C:4]([O:18][CH2:19][C@@H:20]3[CH2:24][CH2:23][N:22]([C:25]([O:27][C:28]([CH3:29])([CH3:31])[CH3:30])=[O:26])[CH2:21]3)[C:5]3[N:6]([CH:15]=[N:16][N:17]=3)[C:7]=2[C:8]2[CH:13]=[CH:12][C:11]([CH3:14])=[CH:10][CH:9]=2)=[CH:36][CH:35]=1)#[N:33], predict the reactants needed to synthesize it. The reactants are: Cl[C:2]1[CH:3]=[C:4]([O:18][CH2:19][C@@H:20]2[CH2:24][CH2:23][N:22]([C:25]([O:27][C:28]([CH3:31])([CH3:30])[CH3:29])=[O:26])[CH2:21]2)[C:5]2[N:6]([CH:15]=[N:16][N:17]=2)[C:7]=1[C:8]1[CH:13]=[CH:12][C:11]([CH3:14])=[CH:10][CH:9]=1.[C:32]([C:34]1[CH:39]=[CH:38][C:37](B(O)O)=[CH:36][CH:35]=1)#[N:33].C([O-])([O-])=O.[Na+].[Na+].